Dataset: NCI-60 drug combinations with 297,098 pairs across 59 cell lines. Task: Regression. Given two drug SMILES strings and cell line genomic features, predict the synergy score measuring deviation from expected non-interaction effect. (1) Drug 1: COC1=CC(=CC(=C1O)OC)C2C3C(COC3=O)C(C4=CC5=C(C=C24)OCO5)OC6C(C(C7C(O6)COC(O7)C8=CC=CS8)O)O. Drug 2: CN1C(=O)N2C=NC(=C2N=N1)C(=O)N. Cell line: OVCAR3. Synergy scores: CSS=24.9, Synergy_ZIP=0.414, Synergy_Bliss=2.63, Synergy_Loewe=-27.3, Synergy_HSA=1.66. (2) Drug 1: CC1C(C(CC(O1)OC2CC(CC3=C2C(=C4C(=C3O)C(=O)C5=C(C4=O)C(=CC=C5)OC)O)(C(=O)C)O)N)O.Cl. Drug 2: C1=NC2=C(N1)C(=S)N=C(N2)N. Cell line: NCI-H322M. Synergy scores: CSS=15.3, Synergy_ZIP=-9.72, Synergy_Bliss=-7.37, Synergy_Loewe=-9.69, Synergy_HSA=-7.37. (3) Drug 1: CCC1=C2CN3C(=CC4=C(C3=O)COC(=O)C4(CC)O)C2=NC5=C1C=C(C=C5)O. Drug 2: CCN(CC)CCNC(=O)C1=C(NC(=C1C)C=C2C3=C(C=CC(=C3)F)NC2=O)C. Cell line: T-47D. Synergy scores: CSS=34.3, Synergy_ZIP=-2.46, Synergy_Bliss=0.449, Synergy_Loewe=-69.7, Synergy_HSA=-2.48. (4) Drug 1: C1CN1C2=NC(=NC(=N2)N3CC3)N4CC4. Drug 2: CC12CCC3C(C1CCC2OP(=O)(O)O)CCC4=C3C=CC(=C4)OC(=O)N(CCCl)CCCl.[Na+]. Cell line: HCT116. Synergy scores: CSS=37.6, Synergy_ZIP=-2.11, Synergy_Bliss=-2.45, Synergy_Loewe=-17.0, Synergy_HSA=0.944. (5) Drug 1: C1CCN(CC1)CCOC2=CC=C(C=C2)C(=O)C3=C(SC4=C3C=CC(=C4)O)C5=CC=C(C=C5)O. Drug 2: C1=CN(C(=O)N=C1N)C2C(C(C(O2)CO)O)O.Cl. Cell line: UACC62. Synergy scores: CSS=17.2, Synergy_ZIP=-0.508, Synergy_Bliss=2.63, Synergy_Loewe=-12.2, Synergy_HSA=1.00. (6) Drug 1: C1=NC(=NC(=O)N1C2C(C(C(O2)CO)O)O)N. Drug 2: CCC1(CC2CC(C3=C(CCN(C2)C1)C4=CC=CC=C4N3)(C5=C(C=C6C(=C5)C78CCN9C7C(C=CC9)(C(C(C8N6C)(C(=O)OC)O)OC(=O)C)CC)OC)C(=O)OC)O.OS(=O)(=O)O. Cell line: HCT-15. Synergy scores: CSS=14.3, Synergy_ZIP=0.0163, Synergy_Bliss=9.11, Synergy_Loewe=8.76, Synergy_HSA=6.94. (7) Drug 1: CN(CC1=CN=C2C(=N1)C(=NC(=N2)N)N)C3=CC=C(C=C3)C(=O)NC(CCC(=O)O)C(=O)O. Drug 2: C1CCC(C(C1)N)N.C(=O)(C(=O)[O-])[O-].[Pt+4]. Cell line: UO-31. Synergy scores: CSS=49.5, Synergy_ZIP=-3.36, Synergy_Bliss=0.316, Synergy_Loewe=-29.1, Synergy_HSA=-0.812.